The task is: Regression. Given two drug SMILES strings and cell line genomic features, predict the synergy score measuring deviation from expected non-interaction effect.. This data is from NCI-60 drug combinations with 297,098 pairs across 59 cell lines. (1) Drug 1: C1=NC2=C(N1)C(=S)N=C(N2)N. Drug 2: CCCCCOC(=O)NC1=NC(=O)N(C=C1F)C2C(C(C(O2)C)O)O. Cell line: UACC-257. Synergy scores: CSS=17.4, Synergy_ZIP=-8.97, Synergy_Bliss=-1.20, Synergy_Loewe=-25.0, Synergy_HSA=-1.46. (2) Drug 2: C1=CC=C(C(=C1)C(C2=CC=C(C=C2)Cl)C(Cl)Cl)Cl. Cell line: NCI/ADR-RES. Synergy scores: CSS=-2.43, Synergy_ZIP=-3.71, Synergy_Bliss=-8.20, Synergy_Loewe=-10.6, Synergy_HSA=-7.85. Drug 1: CC=C1C(=O)NC(C(=O)OC2CC(=O)NC(C(=O)NC(CSSCCC=C2)C(=O)N1)C(C)C)C(C)C.